Dataset: Reaction yield outcomes from USPTO patents with 853,638 reactions. Task: Predict the reaction yield, written as a fraction of the theoretical maximum amount of product (1.0 means a 100% yield; for example, 0.34 means a 34% yield). (1) The reactants are [CH3:1][C:2]([S:5]([NH2:7])=[O:6])([CH3:4])[CH3:3].[CH:8]1([CH:14]=O)[CH2:13][CH2:12][CH2:11][CH2:10][CH2:9]1.S([O-])([O-])(=O)=O.[Mg+2]. The catalyst is C1(C)C=CC(S([O-])(=O)=O)=CC=1.[NH+]1C=CC=CC=1.ClCCl. The product is [CH:8]1([CH:14]=[N:7][S:5]([C:2]([CH3:4])([CH3:3])[CH3:1])=[O:6])[CH2:13][CH2:12][CH2:11][CH2:10][CH2:9]1. The yield is 0.870. (2) The reactants are [OH:1][C:2]1[CH:9]=[CH:8][C:5]([CH:6]=[O:7])=[CH:4][C:3]=1[O:10][CH3:11].C(=O)([O-])[O-].[Li+].[Li+].Cl[C:19]1[C:24]([Cl:25])=[CH:23][C:22]([C:26]([F:29])([F:28])[F:27])=[CH:21][N:20]=1.O. The catalyst is CS(C)=O. The product is [Cl:25][C:24]1[C:19]([O:1][C:2]2[CH:9]=[CH:8][C:5]([CH:6]=[O:7])=[CH:4][C:3]=2[O:10][CH3:11])=[N:20][CH:21]=[C:22]([C:26]([F:28])([F:27])[F:29])[CH:23]=1. The yield is 0.930. (3) The reactants are [ClH:1].C(OC([N:9]1[CH2:14][CH2:13][N:12](C(OC(C)(C)C)=O)[CH2:11][C@@H:10]1[C:22]1[CH:27]=[CH:26][C:25]([N:28]2[CH2:33][CH2:32][CH2:31][CH2:30][CH2:29]2)=[CH:24][CH:23]=1)=O)(C)(C)C. The catalyst is C(OCC)(=O)C.ClCCl. The product is [ClH:1].[ClH:1].[ClH:1].[N:28]1([C:25]2[CH:24]=[CH:23][C:22]([C@H:10]3[CH2:11][NH:12][CH2:13][CH2:14][NH:9]3)=[CH:27][CH:26]=2)[CH2:29][CH2:30][CH2:31][CH2:32][CH2:33]1. The yield is 0.980.